The task is: Predict which catalyst facilitates the given reaction.. This data is from Catalyst prediction with 721,799 reactions and 888 catalyst types from USPTO. Reactant: [CH3:1][C:2]1[CH:7]=[C:6]([CH3:8])[N:5]=[C:4]([N:9]2[CH2:15][CH2:14][CH2:13][N:12]([C:16]3[CH:21]=[CH:20][C:19]([NH2:22])=[CH:18][CH:17]=3)[CH2:11][CH2:10]2)[CH:3]=1.[O:23]=[C:24]([C:28]1[N:36]2[C:31]([CH2:32][CH2:33][CH2:34][CH2:35]2)=[CH:30][C:29]=1[C:37]1[CH:42]=[CH:41][CH:40]=[CH:39][CH:38]=1)[C:25](Cl)=[O:26].C(N(CC)CC)C. Product: [CH3:1][C:2]1[CH:7]=[C:6]([CH3:8])[N:5]=[C:4]([N:9]2[CH2:15][CH2:14][CH2:13][N:12]([C:16]3[CH:17]=[CH:18][C:19]([NH:22][C:25](=[O:26])[C:24](=[O:23])[C:28]4[N:36]5[C:31]([CH2:32][CH2:33][CH2:34][CH2:35]5)=[CH:30][C:29]=4[C:37]4[CH:38]=[CH:39][CH:40]=[CH:41][CH:42]=4)=[CH:20][CH:21]=3)[CH2:11][CH2:10]2)[CH:3]=1. The catalyst class is: 2.